The task is: Predict the product of the given reaction.. This data is from Forward reaction prediction with 1.9M reactions from USPTO patents (1976-2016). (1) Given the reactants CS(C)=O.[I-].[CH3:6][S+](C)(C)=O.[H-].[Na+].[CH3:13][C:14]([CH3:24])([CH3:23])[C:15]([C:17]1[CH:18]=[N:19][CH:20]=[N:21][CH:22]=1)=[O:16], predict the reaction product. The product is: [C:14]([C:15]1([C:17]2[CH:22]=[N:21][CH:20]=[N:19][CH:18]=2)[CH2:6][O:16]1)([CH3:24])([CH3:23])[CH3:13]. (2) The product is: [N:21]([C@@H:24]1[CH2:28][N:27]([C@H:7]([C:12]2[CH:13]=[N:14][C:15]([Cl:18])=[CH:16][CH:17]=2)[C:8]([F:11])([F:10])[F:9])[CH2:26][C@H:25]1[OH:29])=[N+:22]=[N-:23]. Given the reactants FC(F)(F)S(O[C@@H:7]([C:12]1[CH:13]=[N:14][C:15]([Cl:18])=[CH:16][CH:17]=1)[C:8]([F:11])([F:10])[F:9])(=O)=O.[N:21]([C@@H:24]1[CH2:28][NH:27][CH2:26][C@H:25]1[OH:29])=[N+:22]=[N-:23], predict the reaction product. (3) Given the reactants [NH2:1][C:2](=[N:12][OH:13])[C:3]1C=C[C:6](C(N)=O)=[CH:5][CH:4]=1.[OH:14]CC1C=C(C=CC=1)C#N, predict the reaction product. The product is: [OH:13][N:12]=[C:2]([C:3]1[O:14][CH:6]=[CH:5][CH:4]=1)[NH2:1]. (4) Given the reactants [Br:1][CH2:2][CH2:3][CH2:4][CH2:5][CH2:6][CH2:7][CH2:8][CH2:9][C:10]1[CH:15]=[CH:14][CH:13]=[CH:12][CH:11]=1.[N:16]1[CH:21]=[CH:20][C:19]([CH3:22])=[CH:18][C:17]=1[CH3:23], predict the reaction product. The product is: [Br-:1].[CH3:23][C:17]1[CH:18]=[C:19]([CH3:22])[CH:20]=[CH:21][N+:16]=1[CH2:2][CH2:3][CH2:4][CH2:5][CH2:6][CH2:7][CH2:8][CH2:9][C:10]1[CH:15]=[CH:14][CH:13]=[CH:12][CH:11]=1. (5) Given the reactants [C:1]([O:5][C:6]([N:8]([CH2:13][CH3:14])[CH2:9][C:10]([OH:12])=O)=[O:7])([CH3:4])([CH3:3])[CH3:2].FC1C=CC(S(N(C)CC([NH:29][CH2:30][C:31]2[CH:36]=[C:35]([C:37]3[CH:42]=[CH:41][C:40]([C:43]([F:46])([F:45])[F:44])=[CH:39][CH:38]=3)[N:34]=[CH:33][N:32]=2)=O)(=O)=O)=CC=1.O.ON1C2C=CC=CC=2N=N1.C(N(CC)C(C)C)(C)C.CN(C(ON1N=NC2C=CC=CC1=2)=[N+](C)C)C.F[P-](F)(F)(F)(F)F, predict the reaction product. The product is: [CH2:13]([N:8]([CH2:9][C:10](=[O:12])[NH:29][CH2:30][C:31]1[CH:36]=[C:35]([C:37]2[CH:38]=[CH:39][C:40]([C:43]([F:46])([F:45])[F:44])=[CH:41][CH:42]=2)[N:34]=[CH:33][N:32]=1)[C:6](=[O:7])[O:5][C:1]([CH3:2])([CH3:3])[CH3:4])[CH3:14]. (6) Given the reactants [Br:1][C:2]1[CH:11]=[CH:10][C:9]2[N:8]=[C:7](Cl)[C:6]3=[N:13][N:14](CC4C=CC(OC)=CC=4)[CH:15]=[C:5]3[C:4]=2[CH:3]=1.[CH3:25][N:26]1[C:34]2[C:29](=[CH:30][CH:31]=[C:32]([NH2:35])[CH:33]=2)[CH:28]=[N:27]1.Cl, predict the reaction product. The product is: [Br:1][C:2]1[CH:11]=[CH:10][C:9]2[N:8]=[C:7]([NH:35][C:32]3[CH:33]=[C:34]4[C:29]([CH:28]=[N:27][N:26]4[CH3:25])=[CH:30][CH:31]=3)[C:6]3=[N:13][NH:14][CH:15]=[C:5]3[C:4]=2[CH:3]=1. (7) Given the reactants C[C:2]1[N:3]=[CH:4][C:5]([N:9]2[C@@H:16]3[C@@H:11]([CH2:12][CH2:13][NH:14][CH2:15]3)[CH2:10]2)=[N:6][C:7]=1C.[CH3:17]C1C=C(C)N=C(N2[C@@H]3[C@@H](CCNC3)C2)N=1.[F:33][C:34]1[CH:42]=[CH:41][CH:40]=[C:39]([N:43]2[N:47]=[CH:46][CH:45]=[N:44]2)[C:35]=1[C:36](O)=[O:37].S1C=CC=C1C1C=CC=CC=1C(O)=O, predict the reaction product. The product is: [F:33][C:34]1[CH:42]=[CH:41][CH:40]=[C:39]([N:43]2[N:47]=[CH:46][CH:45]=[N:44]2)[C:35]=1[C:36]([N:14]1[CH2:13][CH2:12][C@@H:11]2[C@@H:16]([N:9]([C:5]3[C:4]([CH3:17])=[N:3][CH:2]=[CH:7][N:6]=3)[CH2:10]2)[CH2:15]1)=[O:37].